Predict the product of the given reaction. From a dataset of Forward reaction prediction with 1.9M reactions from USPTO patents (1976-2016). (1) Given the reactants Br[C:2]1[CH:7]=[CH:6][C:5]([CH2:8][C:9]([C:11]2[N:12]([S:21]([N:24]([CH3:26])[CH3:25])(=[O:23])=[O:22])[CH:13]=[C:14]([CH2:16][C:17]([CH3:20])([CH3:19])[CH3:18])[N:15]=2)=[O:10])=[CH:4][CH:3]=1.Br[C:28]1[CH:33]=[CH:32][C:31]([F:34])=[CH:30][N:29]=1.[CH3:35][Sn](C)C.C[Sn](C)C, predict the reaction product. The product is: [CH3:18][C:17]([CH3:20])([CH2:19][CH3:35])[CH2:16][C:14]1[N:15]=[C:11]([C:9](=[O:10])[CH2:8][C:5]2[CH:6]=[CH:7][C:2]([C:28]3[CH:33]=[CH:32][C:31]([F:34])=[CH:30][N:29]=3)=[CH:3][CH:4]=2)[N:12]([S:21]([N:24]([CH3:26])[CH3:25])(=[O:23])=[O:22])[CH:13]=1. (2) Given the reactants [NH2:1][C:2]1[CH:3]=[C:4]([S:9]([NH:12][C:13]2[CH:18]=[CH:17][C:16]([CH3:19])=[C:15]([CH3:20])[CH:14]=2)(=[O:11])=[O:10])[CH:5]=[CH:6][C:7]=1[NH2:8].[Cl:21][C:22]1[CH:29]=[CH:28][CH:27]=[C:26]([Cl:30])[C:23]=1[CH:24]=O.CO, predict the reaction product. The product is: [CH3:20][C:15]1[CH:14]=[C:13]([NH:12][S:9]([C:4]2[CH:5]=[CH:6][C:7]3[N:8]=[C:24]([C:23]4[C:22]([Cl:21])=[CH:29][CH:28]=[CH:27][C:26]=4[Cl:30])[NH:1][C:2]=3[CH:3]=2)(=[O:11])=[O:10])[CH:18]=[CH:17][C:16]=1[CH3:19]. (3) The product is: [Cl:1][C:2]1[CH:3]=[CH:4][C:5]([OH:11])=[C:6]([C:13]2[CH:18]=[CH:17][N:16]=[C:15]([C:19]#[N:20])[CH:14]=2)[CH:7]=1. Given the reactants [Cl:1][C:2]1[CH:3]=[CH:4][C:5]([OH:11])=[C:6](B(O)O)[CH:7]=1.Cl[C:13]1[CH:18]=[CH:17][N:16]=[C:15]([C:19]#[N:20])[CH:14]=1.C(=O)([O-])[O-].[Na+].[Na+].Cl, predict the reaction product. (4) Given the reactants Cl.CN(C)[CH2:4][CH2:5][C:6]([C:8]1[CH:13]=[CH:12][CH:11]=[C:10]([C:14]([F:17])([F:16])[F:15])[CH:9]=1)=O.[CH3:19][O:20][C:21](=[O:26])/[CH:22]=[C:23](\[NH2:25])/[CH3:24], predict the reaction product. The product is: [CH3:19][O:20][C:21](=[O:26])[C:22]1[CH:4]=[CH:5][C:6]([C:8]2[CH:13]=[CH:12][CH:11]=[C:10]([C:14]([F:15])([F:16])[F:17])[CH:9]=2)=[N:25][C:23]=1[CH3:24]. (5) Given the reactants [C:1]([OH:5])(=O)[CH:2]=[CH2:3].[C:6]([OH:10])(=O)[CH:7]=[CH2:8].[C:11](O)(=O)[CH:12]=[CH2:13].[C:16](O)(=O)[CH:17]=[CH2:18].[C:21](O)(=O)C=C.C(O)(=O)C=C.OCC(CO)(CO)CO.C(O)(=O)C=C.NC(OCC)=O.C1(=O)OCCCCC1.OCC(CO)(COCC(CO)(CO)CO)CO, predict the reaction product. The product is: [CH2:11]1[CH2:8][CH2:7][C:6]([OH:10])([C:1]([C:2]2[CH:3]=[CH:21][CH:16]=[CH:17][CH:18]=2)=[O:5])[CH2:13][CH2:12]1. (6) Given the reactants [OH-].[K+].[C:3]([C:6]1[N:11]=[C:10]([C:12]2[CH:17]=[CH:16][C:15]([C:18]3[CH:23]=[C:22]([CH3:24])[C:21]([CH2:25][C:26]([O:28]CC)=[O:27])=[CH:20][C:19]=3[Cl:31])=[CH:14][CH:13]=2)[C:9]([CH3:32])=[N:8][C:7]=1[CH3:33])(=[O:5])[NH2:4].Cl, predict the reaction product. The product is: [C:3]([C:6]1[N:11]=[C:10]([C:12]2[CH:13]=[CH:14][C:15]([C:18]3[CH:23]=[C:22]([CH3:24])[C:21]([CH2:25][C:26]([OH:28])=[O:27])=[CH:20][C:19]=3[Cl:31])=[CH:16][CH:17]=2)[C:9]([CH3:32])=[N:8][C:7]=1[CH3:33])(=[O:5])[NH2:4]. (7) Given the reactants [CH3:1][O:2][C:3](=[O:16])[C:4]1[CH:9]=[CH:8][C:7](Br)=[C:6]([O:11][C:12]([F:15])([F:14])[F:13])[CH:5]=1.[CH2:17](B(O)O)[CH:18]([CH3:20])[CH3:19].C(=O)([O-])[O-].[Cs+].[Cs+].C(=O)(O)[O-].[Na+], predict the reaction product. The product is: [CH3:1][O:2][C:3](=[O:16])[C:4]1[CH:9]=[CH:8][C:7]([CH2:17][CH:18]([CH3:20])[CH3:19])=[C:6]([O:11][C:12]([F:15])([F:14])[F:13])[CH:5]=1.